This data is from Forward reaction prediction with 1.9M reactions from USPTO patents (1976-2016). The task is: Predict the product of the given reaction. Given the reactants C(O)C.[Cl:4][C:5]1[CH:10]=[CH:9][C:8]([S:11]([C:14]2[N:19]=[C:18]([CH2:20][C:21]3[CH:26]=[C:25]([F:27])[CH:24]=[CH:23][C:22]=3[F:28])[C:17]([CH:29]=[CH:30][C:31]([O:33][CH3:34])=[O:32])=[CH:16][C:15]=2[F:35])(=[O:13])=[O:12])=[CH:7][CH:6]=1, predict the reaction product. The product is: [Cl:4][C:5]1[CH:6]=[CH:7][C:8]([S:11]([C:14]2[N:19]=[C:18]([CH2:20][C:21]3[CH:26]=[C:25]([F:27])[CH:24]=[CH:23][C:22]=3[F:28])[C:17]([CH2:29][CH2:30][C:31]([O:33][CH3:34])=[O:32])=[CH:16][C:15]=2[F:35])(=[O:12])=[O:13])=[CH:9][CH:10]=1.